Dataset: Full USPTO retrosynthesis dataset with 1.9M reactions from patents (1976-2016). Task: Predict the reactants needed to synthesize the given product. (1) Given the product [CH3:24][O:23][C:14]1[CH:15]=[C:16]([O:19][CH2:20][O:21][CH3:22])[CH:17]=[CH:18][C:13]=1[C:12]1[C:3]([CH2:2][NH:32][C:31]2[CH:33]=[CH:34][CH:35]=[CH:36][C:30]=2[O:29][CH3:28])=[C:4]2[C:9](=[CH:10][CH:11]=1)[NH:8][C:7]([CH3:25])([CH3:26])[CH:6]=[C:5]2[CH3:27], predict the reactants needed to synthesize it. The reactants are: Cl[CH2:2][C:3]1[C:12]([C:13]2[CH:18]=[CH:17][C:16]([O:19][CH2:20][O:21][CH3:22])=[CH:15][C:14]=2[O:23][CH3:24])=[CH:11][CH:10]=[C:9]2[C:4]=1[C:5]([CH3:27])=[CH:6][C:7]([CH3:26])([CH3:25])[NH:8]2.[CH3:28][O:29][C:30]1[CH:36]=[CH:35][CH:34]=[CH:33][C:31]=1[NH2:32].C(=O)([O-])[O-].[K+].[K+].C(OCC)(=O)C. (2) Given the product [C:13]([O:12][C:10](=[O:11])[NH:1][CH:4]1[CH2:8][CH2:7][C:6](=[O:9])[CH2:5]1)([CH3:16])([CH3:15])[CH3:14], predict the reactants needed to synthesize it. The reactants are: [N:1]([CH:4]1[CH2:8][CH2:7][C:6](=[O:9])[CH2:5]1)=[N+]=[N-].[C:10](O[C:10]([O:12][C:13]([CH3:16])([CH3:15])[CH3:14])=[O:11])([O:12][C:13]([CH3:16])([CH3:15])[CH3:14])=[O:11]. (3) Given the product [CH3:1][CH2:2][C@@H:3]([C@H:5]1[O:10][C@:9]2([O:15][C@@H:14]3[CH2:16][CH:17]=[C:18]([CH3:61])[C@@H:19]([O:40][C@@H:41]4[O:46][C@@H:45]([CH3:47])[C@H:44]([O:48][C@@H:49]5[O:54][C@@H:53]([CH3:55])[C@H:52]([OH:56])[C@@H:51]([O:57][CH3:58])[CH2:50]5)[C@@H:43]([O:59][CH3:60])[CH2:42]4)[C@@H:20]([CH3:39])[CH:21]=[CH:22][CH:23]=[C:24]4[CH2:25][O:26][C@@H:27]5[C@H:32]([OH:33])[C:31]([CH3:34])=[CH:30][C@@H:29]([C:35]([O:37][C@@H:12]([CH2:13]3)[CH2:11]2)=[O:36])[C@:28]45[OH:38])[CH:8]=[CH:7][C@@H:6]1[CH3:62])[CH3:4].[CH3:63][C@@H:64]1[C@H:88]([O:89][C@@H:90]2[O:95][C@@H:94]([CH3:96])[C@H:93]([O:97][C@@H:98]3[O:103][C@@H:102]([CH3:104])[C@H:101]([OH:105])[C@@H:100]([O:106][CH3:107])[CH2:99]3)[C@@H:92]([O:108][CH3:109])[CH2:91]2)[C:87]([CH3:110])=[CH:86][CH2:85][C@H:84]2[O:111][C@:112]3([O:118][C@H:117]([CH:119]([CH3:121])[CH3:120])[C@@H:116]([CH3:122])[CH:115]=[CH:114]3)[CH2:113][C@H:82]([CH2:83]2)[O:81][C:79](=[O:80])[C@@H:73]2[CH:74]=[C:75]([CH3:78])[C@@H:76]([OH:77])[C@@H:71]3[C@@:72]2([OH:123])[C:68]([CH2:69][O:70]3)=[CH:67][CH:66]=[CH:65]1, predict the reactants needed to synthesize it. The reactants are: [CH3:1][CH2:2][C@@H:3]([C@H:5]1[O:10][C@:9]2([O:15][C@@H:14]3[CH2:16][CH:17]=[C:18]([CH3:61])[C@@H:19]([O:40][C@@H:41]4[O:46][C@@H:45]([CH3:47])[C@H:44]([O:48][C@@H:49]5[O:54][C@@H:53]([CH3:55])[C@H:52]([OH:56])[C@@H:51]([O:57][CH3:58])[CH2:50]5)[C@@H:43]([O:59][CH3:60])[CH2:42]4)[C@@H:20]([CH3:39])[CH:21]=[CH:22][CH:23]=[C:24]4[CH2:25][O:26][C@@H:27]5[C@H:32]([OH:33])[C:31]([CH3:34])=[CH:30][C@@H:29]([C:35]([O:37][C@@H:12]([CH2:13]3)[CH2:11]2)=[O:36])[C@:28]45[OH:38])[CH:8]=[CH:7][C@@H:6]1[CH3:62])[CH3:4].[CH3:63][C@@H:64]1[C@H:88]([O:89][C@@H:90]2[O:95][C@@H:94]([CH3:96])[C@H:93]([O:97][C@@H:98]3[O:103][C@@H:102]([CH3:104])[C@H:101]([OH:105])[C@@H:100]([O:106][CH3:107])[CH2:99]3)[C@@H:92]([O:108][CH3:109])[CH2:91]2)[C:87]([CH3:110])=[CH:86][CH2:85][C@H:84]2[O:111][C@:112]3([O:118][C@H:117]([CH:119]([CH3:121])[CH3:120])[C@@H:116]([CH3:122])[CH:115]=[CH:114]3)[CH2:113][C@H:82]([CH2:83]2)[O:81][C:79](=[O:80])[C@@H:73]2[CH:74]=[C:75]([CH3:78])[C@@H:76]([OH:77])[C@@H:71]3[C@@:72]2([OH:123])[C:68]([CH2:69][O:70]3)=[CH:67][CH:66]=[CH:65]1.CC(C)=O. (4) Given the product [C:14]([O:18][C:19](=[O:20])[NH:21][C:22]1[CH:23]=[CH:24][C:25]([CH2:28][C:3]2[C:4](=[O:5])[CH:6]3[CH:11]([C:12](=[O:13])[C:2]=2[CH3:1])[CH:10]=[CH:9][CH:8]=[CH:7]3)=[CH:26][CH:27]=1)([CH3:17])([CH3:16])[CH3:15], predict the reactants needed to synthesize it. The reactants are: [CH3:1][C:2]1[C:12](=[O:13])[C:11]2[CH:10]=[CH:9][CH:8]=[CH:7][C:6]=2[C:4](=[O:5])[CH:3]=1.[C:14]([O:18][C:19]([NH:21][C:22]1[CH:27]=[CH:26][C:25]([CH2:28]C(O)=O)=[CH:24][CH:23]=1)=[O:20])([CH3:17])([CH3:16])[CH3:15].